Dataset: Reaction yield outcomes from USPTO patents with 853,638 reactions. Task: Predict the reaction yield, written as a fraction of the theoretical maximum amount of product (1.0 means a 100% yield; for example, 0.34 means a 34% yield). (1) The reactants are C([O:3][C:4](=[O:40])[C:5]([CH3:39])([O:32][C:33]1[CH:38]=[CH:37][CH:36]=[CH:35][CH:34]=1)[CH2:6][C:7]1[CH:12]=[CH:11][C:10]([O:13][CH2:14][CH2:15][CH:16]2[CH2:20][N:19]([CH2:21][C:22]3[CH:27]=[CH:26][CH:25]=[C:24]([O:28][CH3:29])[CH:23]=3)[C:18](=[O:30])[N:17]2[CH3:31])=[CH:9][CH:8]=1)C.[OH-].[Na+]. The catalyst is C(O)C. The product is [CH3:29][O:28][C:24]1[CH:23]=[C:22]([CH:27]=[CH:26][CH:25]=1)[CH2:21][N:19]1[CH2:20][CH:16]([CH2:15][CH2:14][O:13][C:10]2[CH:9]=[CH:8][C:7]([CH2:6][C:5]([CH3:39])([O:32][C:33]3[CH:38]=[CH:37][CH:36]=[CH:35][CH:34]=3)[C:4]([OH:40])=[O:3])=[CH:12][CH:11]=2)[N:17]([CH3:31])[C:18]1=[O:30]. The yield is 0.970. (2) The reactants are O1CCCC1.[C:6]([C:8]1[C:9]([NH2:14])=[N:10][CH:11]=[CH:12][CH:13]=1)#[CH:7].[F:15][C:16]1[CH:17]=[C:18]([CH:31]=[CH:32][CH:33]=1)[O:19][C:20]1[N:25]=[CH:24][C:23]([CH2:26][C:27](Cl)=[N:28][OH:29])=[CH:22][CH:21]=1.C(N(CC)CC)C. The catalyst is O. The product is [F:15][C:16]1[CH:17]=[C:18]([CH:31]=[CH:32][CH:33]=1)[O:19][C:20]1[N:25]=[CH:24][C:23]([CH2:26][C:27]2[CH:7]=[C:6]([C:8]3[C:9]([NH2:14])=[N:10][CH:11]=[CH:12][CH:13]=3)[O:29][N:28]=2)=[CH:22][CH:21]=1. The yield is 0.330. (3) The reactants are [CH2:1]([O:3][C:4](=[O:13])/[CH:5]=[CH:6]/[C:7]1[CH:8]=[N:9][CH:10]=[N:11][CH:12]=1)[CH3:2].[Br-].[CH2:15]([S+]1CCCC1)[C:16]1[CH:21]=[CH:20][CH:19]=[CH:18][CH:17]=1. No catalyst specified. The product is [CH2:1]([O:3][C:4]([C@H:5]1[C@H:6]([C:7]2[CH:8]=[N:9][CH:10]=[N:11][CH:12]=2)[C@H:15]1[C:16]1[CH:21]=[CH:20][CH:19]=[CH:18][CH:17]=1)=[O:13])[CH3:2]. The yield is 0.190. (4) The reactants are [F:1][C:2]([F:23])([F:22])[C:3]1[CH:4]=[C:5]([NH:9][C:10]2[O:14][C:13]([C:15]3[CH:20]=[CH:19][C:18]([OH:21])=[CH:17][CH:16]=3)=[N:12][N:11]=2)[CH:6]=[CH:7][CH:8]=1.C[Si]([N-][Si](C)(C)C)(C)C.[K+].Br[C:35]1[CH:36]=[N:37][CH:38]=[N:39][CH:40]=1.C([O-])([O-])=O.[K+].[K+]. The catalyst is CN(C=O)C.CO. The product is [N:37]1[CH:36]=[C:35]([O:21][C:18]2[CH:19]=[CH:20][C:15]([C:13]3[O:14][C:10]([NH:9][C:5]4[CH:6]=[CH:7][CH:8]=[C:3]([C:2]([F:22])([F:1])[F:23])[CH:4]=4)=[N:11][N:12]=3)=[CH:16][CH:17]=2)[CH:40]=[N:39][CH:38]=1. The yield is 0.435. (5) The reactants are [CH2:1]([O:3][C:4](=[O:22])[C:5]1[CH:10]=[C:9]([CH:11]=[CH:12]N(C)C)[C:8]([N+:16]([O-])=O)=[CH:7][C:6]=1[N+:19]([O-])=O)[CH3:2]. The catalyst is CCO.[Ni]. The product is [CH2:1]([O:3][C:4]([C:5]1[CH:10]=[C:9]2[C:8](=[CH:7][C:6]=1[NH2:19])[NH:16][CH:12]=[CH:11]2)=[O:22])[CH3:2]. The yield is 0.300. (6) The reactants are Cl.[C:2]([C:6]1[CH:10]=[C:9]([CH2:11][NH2:12])[N:8]([C:13]2[CH:18]=[CH:17][CH:16]=[C:15]([Cl:19])[CH:14]=2)[N:7]=1)([CH3:5])([CH3:4])[CH3:3].[F:20][C:21]1[CH:22]=[C:23]([NH:32][C:33](=O)[O:34]C2C=CC=CC=2)[CH:24]=[CH:25][C:26]=1[C:27]1([OH:31])[CH2:30][O:29][CH2:28]1. The catalyst is CC#N. The product is [C:2]([C:6]1[CH:10]=[C:9]([CH2:11][NH:12][C:33]([NH:32][C:23]2[CH:24]=[CH:25][C:26]([C:27]3([OH:31])[CH2:30][O:29][CH2:28]3)=[C:21]([F:20])[CH:22]=2)=[O:34])[N:8]([C:13]2[CH:18]=[CH:17][CH:16]=[C:15]([Cl:19])[CH:14]=2)[N:7]=1)([CH3:5])([CH3:3])[CH3:4]. The yield is 0.770.